Dataset: Forward reaction prediction with 1.9M reactions from USPTO patents (1976-2016). Task: Predict the product of the given reaction. (1) Given the reactants [F:1][CH:2]([F:25])[S:3]([C:6]1[CH:21]=[CH:20][C:19]([N+:22]([O-])=O)=[CH:18][C:7]=1[CH2:8][N:9]([CH3:17])[C:10](=[O:16])[O:11][C:12]([CH3:15])([CH3:14])[CH3:13])(=[O:5])=[O:4], predict the reaction product. The product is: [NH2:22][C:19]1[CH:20]=[CH:21][C:6]([S:3]([CH:2]([F:25])[F:1])(=[O:5])=[O:4])=[C:7]([CH:18]=1)[CH2:8][N:9]([CH3:17])[C:10](=[O:16])[O:11][C:12]([CH3:14])([CH3:15])[CH3:13]. (2) The product is: [CH3:18][C:16]1[CH2:15][CH2:14][C@@H:2]([C:1]([O:5][C@H:6]2[C:10]([CH3:12])([CH3:11])[CH2:9][O:8][C:7]2=[O:13])=[O:4])[CH2:3][CH:17]=1. Given the reactants [C:1]([O:5][C@H:6]1[C:10]([CH3:12])([CH3:11])[CH2:9][O:8][C:7]1=[O:13])(=[O:4])[CH:2]=[CH2:3].[CH2:14]=[CH:15][C:16](=[CH2:18])[CH3:17], predict the reaction product.